Dataset: Full USPTO retrosynthesis dataset with 1.9M reactions from patents (1976-2016). Task: Predict the reactants needed to synthesize the given product. (1) Given the product [ClH:28].[Cl:28][C:24]1[CH:25]=[CH:26][CH:27]=[C:22]2[C:23]=1[CH:29]=[C:31]([CH2:32][CH2:10][N:6]1[CH2:7][CH2:8][CH2:9][C@@H:5]1[CH2:4][O:3][CH2:1][CH3:2])[NH:20][C:21]2=[O:30], predict the reactants needed to synthesize it. The reactants are: [CH2:1]([O:3][CH2:4][C@H:5]1[CH2:9][CH2:8][CH2:7][N:6]1[CH2:10]CC(N(OC)C)=O)[CH3:2].C([N:20]([CH2:31][CH3:32])[C:21](=[O:30])[C:22]1[CH:27]=[CH:26][CH:25]=[C:24]([Cl:28])[C:23]=1[CH3:29])C. (2) Given the product [Br:1][C:2]1[CH:3]=[C:4]2[C:9](=[CH:10][C:11]=1[F:12])[CH:8]1[CH2:13][CH:6]([CH2:7]1)[C:5]2=[N:21][OH:22], predict the reactants needed to synthesize it. The reactants are: [Br:1][C:2]1[CH:3]=[C:4]2[C:9](=[CH:10][C:11]=1[F:12])[CH:8]1[CH2:13][CH:6]([CH2:7]1)[C:5]2=O.C(=O)([O-])[O-].[Na+].[Na+].[NH2:21][OH:22].Cl. (3) Given the product [CH2:19]([O:18][C:15](=[O:17])[CH2:16][C:6]([C:8]1[CH:13]=[C:12]([Cl:14])[CH:11]=[CH:10][N:9]=1)=[O:7])[CH3:20], predict the reactants needed to synthesize it. The reactants are: [H-].[Na+].C(O[C:6]([C:8]1[CH:13]=[C:12]([Cl:14])[CH:11]=[CH:10][N:9]=1)=[O:7])C.[C:15]([O:18][CH2:19][CH3:20])(=[O:17])[CH3:16].Cl.